Dataset: Full USPTO retrosynthesis dataset with 1.9M reactions from patents (1976-2016). Task: Predict the reactants needed to synthesize the given product. (1) Given the product [CH2:1]([O:3][C:4]1[CH:5]=[CH:6][C:7]2[N:8]([C:10]([C:13]([N:34]3[CH2:35][CH2:36][CH:31]([C:26]4[CH:27]=[CH:28][CH:29]=[CH:30][C:25]=4[C:24]([F:23])([F:37])[F:38])[CH2:32][CH2:33]3)=[O:15])=[N:11][N:12]=2)[CH:9]=1)[CH3:2], predict the reactants needed to synthesize it. The reactants are: [CH2:1]([O:3][C:4]1[CH:5]=[CH:6][C:7]2[N:8]([C:10]([C:13]([O:15]CC)=O)=[N:11][N:12]=2)[CH:9]=1)[CH3:2].O.[OH-].[Li+].Cl.Cl.[F:23][C:24]([F:38])([F:37])[C:25]1[CH:30]=[CH:29][CH:28]=[CH:27][C:26]=1[CH:31]1[CH2:36][CH2:35][NH:34][CH2:33][CH2:32]1.F[P-](F)(F)(F)(F)F.N1(O[P+](N(C)C)(N(C)C)N(C)C)C2C=CC=CC=2N=N1.CCN(C(C)C)C(C)C. (2) Given the product [Br:1][C:2]1[CH:3]=[CH:4][C:5]2[N:6]([CH:11]=[CH:10][C:9](=[O:12])[C:8]=2[C:13]2[C:18]([F:19])=[CH:17][CH:16]=[CH:15][C:14]=2[F:20])[CH:7]=1, predict the reactants needed to synthesize it. The reactants are: [Br:1][C:2]1[CH:3]=[CH:4][C:5]([CH:8]([C:13]2[C:18]([F:19])=[CH:17][CH:16]=[CH:15][C:14]=2[F:20])[C:9](=[O:12])[C:10]#[CH:11])=[N:6][CH:7]=1. (3) Given the product [N:11]1[CH:16]=[CH:15][C:14]([C:17](=[N:2][OH:3])[CH2:18][CH3:19])=[CH:13][CH:12]=1, predict the reactants needed to synthesize it. The reactants are: Cl.[NH2:2][OH:3].C([O-])(=O)C.[Na+].CO.[N:11]1[CH:16]=[CH:15][C:14]([C:17](=O)[CH2:18][CH3:19])=[CH:13][CH:12]=1.